This data is from Reaction yield outcomes from USPTO patents with 853,638 reactions. The task is: Predict the reaction yield, written as a fraction of the theoretical maximum amount of product (1.0 means a 100% yield; for example, 0.34 means a 34% yield). (1) The reactants are [C:1]([O:5][C:6]([NH:8][CH2:9][C:10]([NH:12][CH2:13][C:14]([NH:16][C@H:17]([C:25]([NH:27][CH2:28]C(O)=O)=[O:26])[CH2:18][C:19]1[CH:24]=[CH:23][CH:22]=[CH:21][CH:20]=1)=[O:15])=[O:11])=[O:7])([CH3:4])([CH3:3])[CH3:2].ON1C(=O)CCC1=O.Cl.C(N=C=NCCCN(C)C)C.[CH2:52]([C@:54]1([OH:96])[C:93]2[CH:92]=[C:91]3[N:60]([CH2:61][C:62]4[C:63]3=[N:64][C:65]3[CH:66]=[C:67]([F:90])[C:68]([CH3:89])=[C:69]5[CH2:74][CH2:73][C@H:72]([NH:75][C:76](=[O:88])[CH2:77][CH2:78][CH2:79][NH:80][C:81](=O)[O:82]C(C)(C)C)[C:71]=4[C:70]=35)[C:59](=[O:94])[C:58]=2[CH2:57][O:56][C:55]1=[O:95])[CH3:53]. The catalyst is ClCCl.CN(C)C=O. The product is [C:1]([O:5][C:6]([NH:8][CH2:9][C:10]([NH:12][CH2:13][C:14]([NH:16][C@H:17]([C:25]([NH:27][CH2:28][C:81]([NH:80][CH2:79][CH2:78][CH2:77][C:76]([NH:75][C@@H:72]1[C:71]2=[C:62]3[CH2:61][N:60]4[C:91](=[CH:92][C:93]5[C@:54]([CH2:52][CH3:53])([OH:96])[C:55](=[O:95])[O:56][CH2:57][C:58]=5[C:59]4=[O:94])[C:63]3=[N:64][C:65]3[CH:66]=[C:67]([F:90])[C:68]([CH3:89])=[C:69]([C:70]=32)[CH2:74][CH2:73]1)=[O:88])=[O:82])=[O:26])[CH2:18][C:19]1[CH:20]=[CH:21][CH:22]=[CH:23][CH:24]=1)=[O:15])=[O:11])=[O:7])([CH3:4])([CH3:3])[CH3:2]. The yield is 0.730. (2) The reactants are [C:1]([NH:5][S:6]([C:9]1[CH:10]=[N:11][C:12]([Cl:15])=[CH:13][CH:14]=1)(=[O:8])=[O:7])([CH3:4])([CH3:3])[CH3:2].CI.[C:18]([O-])([O-])=O.[K+].[K+]. The catalyst is CC(C)=O. The product is [C:1]([N:5]([CH3:18])[S:6]([C:9]1[CH:10]=[N:11][C:12]([Cl:15])=[CH:13][CH:14]=1)(=[O:7])=[O:8])([CH3:4])([CH3:2])[CH3:3]. The yield is 0.650. (3) The reactants are [CH:1]([C:3]1[CH:4]=[C:5]2[C:10](=[CH:11][CH:12]=1)[N:9]([C:13]([O:15][C:16]([CH3:19])([CH3:18])[CH3:17])=[O:14])[C:8]([CH3:21])([CH3:20])[CH:7]=[C:6]2[CH3:22])=[O:2].[BH4-].[Na+].[Cl-].[NH4+]. The catalyst is CO. The product is [OH:2][CH2:1][C:3]1[CH:4]=[C:5]2[C:10](=[CH:11][CH:12]=1)[N:9]([C:13]([O:15][C:16]([CH3:19])([CH3:18])[CH3:17])=[O:14])[C:8]([CH3:21])([CH3:20])[CH:7]=[C:6]2[CH3:22]. The yield is 0.860. (4) The reactants are [F:1][C:2]1[CH:32]=[CH:31][C:5]([CH2:6][NH:7][C:8]([C:10]2[N:15]=[C:14]([CH3:16])[N:13]=[C:12]([C:17]3[CH2:21][CH:20]([C:22]4[CH:30]=[CH:29][C:25]([C:26]([OH:28])=O)=[CH:24][CH:23]=4)[O:19][N:18]=3)[CH:11]=2)=[O:9])=[CH:4][C:3]=1[O:33][CH3:34].C[N:36](C(ON1N=NC2C=CC=NC1=2)=[N+](C)C)C.F[P-](F)(F)(F)(F)F.CCN(C(C)C)C(C)C.N. The catalyst is CN(C=O)C. The product is [C:26]([C:25]1[CH:29]=[CH:30][C:22]([CH:20]2[O:19][N:18]=[C:17]([C:12]3[N:13]=[C:14]([CH3:16])[N:15]=[C:10]([C:8]([NH:7][CH2:6][C:5]4[CH:31]=[CH:32][C:2]([F:1])=[C:3]([O:33][CH3:34])[CH:4]=4)=[O:9])[CH:11]=3)[CH2:21]2)=[CH:23][CH:24]=1)(=[O:28])[NH2:36]. The yield is 0.500. (5) The reactants are [F:1][C:2]1[CH:15]=[C:14]([F:16])[CH:13]=[CH:12][C:3]=1[CH2:4][N:5]1[CH2:10][CH2:9][C:8](=[O:11])[CH2:7][CH2:6]1.[OH-].[Na+].[C:19]1(C)C=CC=CC=1. The catalyst is S([O-])(O)(=O)=O.C([N+](CCCC)(CCCC)CCCC)CCC. The product is [F:1][C:2]1[CH:15]=[C:14]([F:16])[CH:13]=[CH:12][C:3]=1[CH2:4][N:5]1[CH2:6][CH2:7][C:8]2([O:11][CH2:19]2)[CH2:9][CH2:10]1. The yield is 0.736. (6) The reactants are Br[C:2]1[CH:10]=[CH:9][CH:8]=[C:7]2[C:3]=1[CH:4]=[CH:5][CH2:6]2.[C:11]([C:15]1[CH:16]=[C:17](B2OC(C)(C)C(C)(C)O2)[CH:18]=[C:19]([C:21]([CH3:24])([CH3:23])[CH3:22])[CH:20]=1)([CH3:14])([CH3:13])[CH3:12].C(=O)([O-])[O-].[K+].[K+].O1CCOCC1. The catalyst is C1C=CC(P(C2C=CC=CC=2)C2C=CC=CC=2)=CC=1.C1C=CC(P(C2C=CC=CC=2)C2C=CC=CC=2)=CC=1.Cl[Pd]Cl.O. The product is [C:11]([C:15]1[CH:16]=[C:17]([C:2]2[CH:10]=[CH:9][CH:8]=[C:7]3[C:3]=2[CH:4]=[CH:5][CH2:6]3)[CH:18]=[C:19]([C:21]([CH3:24])([CH3:23])[CH3:22])[CH:20]=1)([CH3:14])([CH3:13])[CH3:12]. The yield is 0.630.